From a dataset of Full USPTO retrosynthesis dataset with 1.9M reactions from patents (1976-2016). Predict the reactants needed to synthesize the given product. The reactants are: C1(C(C)C([O:10][C:11]2[C:20]3[C:15](=[N:16][CH:17]=[CH:18][CH:19]=3)[N:14]([C:21]3[CH:26]=[CH:25][CH:24]=[C:23]([O:27][C:28]([F:31])([F:30])[F:29])[CH:22]=3)[C:13](=[O:32])[CH:12]=2)=O)C=CC=CC=1.[CH2:34](N(CC)CC)C.[C-]#N.[K+].C1[O:61][CH2:60][CH2:59]OCCOCCOCCOCCOC1.[C:62]1(C)[CH:67]=[CH:66][CH:65]=[CH:64][CH:63]=1. Given the product [OH:10][C:11]1[C:20]2[C:15](=[N:16][CH:17]=[CH:18][CH:19]=2)[N:14]([C:21]2[CH:26]=[CH:25][CH:24]=[C:23]([O:27][C:28]([F:29])([F:31])[F:30])[CH:22]=2)[C:13](=[O:32])[C:12]=1[C:60](=[O:61])[CH:59]([C:62]1[CH:67]=[CH:66][CH:65]=[CH:64][CH:63]=1)[CH3:34], predict the reactants needed to synthesize it.